From a dataset of CYP2D6 inhibition data for predicting drug metabolism from PubChem BioAssay. Regression/Classification. Given a drug SMILES string, predict its absorption, distribution, metabolism, or excretion properties. Task type varies by dataset: regression for continuous measurements (e.g., permeability, clearance, half-life) or binary classification for categorical outcomes (e.g., BBB penetration, CYP inhibition). Dataset: cyp2d6_veith. (1) The compound is O=C(Cc1cccs1)NNC(=S)NCc1ccc(Cl)cc1. The result is 1 (inhibitor). (2) The molecule is CC(=O)NCCNc1cc(-c2ccccc2CN(C)C)ncn1. The result is 0 (non-inhibitor). (3) The drug is COc1cccc2c1C(=O)c1c(O)c3c(c(O)c1C2=O)C[C@](O)(C(C)=O)C[C@H]3O[C@@H]1C[C@H](N)[C@H](O)[C@H](C)O1. The result is 0 (non-inhibitor). (4) The compound is CCOC(=O)c1cncn1[C@@H](C)c1ccccc1. The result is 0 (non-inhibitor). (5) The drug is N[C@@H](CSC1(c2ccc(Cl)cc2)c2ccccc2-c2ccccc21)C(=O)O. The result is 0 (non-inhibitor). (6) The compound is c1cncc(-c2nccc(-n3ccnc3)n2)c1. The result is 1 (inhibitor). (7) The molecule is COC(=O)c1scc(C)c1NC(=O)Cc1ccccc1. The result is 0 (non-inhibitor).